This data is from Forward reaction prediction with 1.9M reactions from USPTO patents (1976-2016). The task is: Predict the product of the given reaction. (1) Given the reactants [OH:1][C:2]1[CH:9]=[CH:8][C:5]([CH:6]=[O:7])=[CH:4][C:3]=1[O:10][CH3:11].C([O-])([O-])=O.[Cs+].[Cs+].Cl[C:19]([F:25])([F:24])C(OC)=O.O, predict the reaction product. The product is: [F:24][CH:19]([F:25])[O:1][C:2]1[CH:9]=[CH:8][C:5]([CH:6]=[O:7])=[CH:4][C:3]=1[O:10][CH3:11]. (2) Given the reactants [Br:1][C:2]1[C:3]2[N:4]([CH:8]=[C:9]([C:11]3[CH:16]=[CH:15][C:14]([CH2:17][C@H:18]([NH:31][C:32](=[O:44])[C:33]4[CH:38]=[CH:37][C:36]([O:39][CH:40]([CH3:42])[CH3:41])=[C:35]([Cl:43])[CH:34]=4)[CH2:19][N:20]4C(=O)C5C(=CC=CC=5)C4=O)=[CH:13][CH:12]=3)[N:10]=2)[CH:5]=[CH:6][CH:7]=1.O.NN, predict the reaction product. The product is: [NH2:20][CH2:19][C@@H:18]([NH:31][C:32](=[O:44])[C:33]1[CH:38]=[CH:37][C:36]([O:39][CH:40]([CH3:42])[CH3:41])=[C:35]([Cl:43])[CH:34]=1)[CH2:17][C:14]1[CH:15]=[CH:16][C:11]([C:9]2[N:10]=[C:3]3[C:2]([Br:1])=[CH:7][CH:6]=[CH:5][N:4]3[CH:8]=2)=[CH:12][CH:13]=1. (3) Given the reactants [NH2:1][CH2:2][CH2:3][O:4][CH2:5][CH2:6][NH:7][C:8](=[O:14])[O:9][C:10]([CH3:13])([CH3:12])[CH3:11].[Na].[CH3:16][CH:17]([C:19]1[N:23]([CH2:24][CH2:25][C@@H:26]([OH:34])[CH2:27][C@@H:28]([OH:33])[CH2:29][C:30](O)=[O:31])[C:22]([C:35]2[CH:36]=[CH:37][C:38]([F:41])=[CH:39][CH:40]=2)=[C:21]([C:42]2[CH:43]=[CH:44][CH:45]=[CH:46][CH:47]=2)[C:20]=1[C:48]([NH:50][C:51]1[CH:52]=[CH:53][CH:54]=[CH:55][CH:56]=1)=[O:49])[CH3:18].CCN=C=NCCCN(C)C, predict the reaction product. The product is: [F:41][C:38]1[CH:37]=[CH:36][C:35]([C:22]2[N:23]([CH2:24][CH2:25][C@@H:26]([OH:34])[CH2:27][C@@H:28]([OH:33])[CH2:29][C:30]([NH:1][CH2:2][CH2:3][O:4][CH2:5][CH2:6][NH:7][C:8](=[O:14])[O:9][C:10]([CH3:11])([CH3:13])[CH3:12])=[O:31])[C:19]([CH:17]([CH3:18])[CH3:16])=[C:20]([C:48](=[O:49])[NH:50][C:51]3[CH:52]=[CH:53][CH:54]=[CH:55][CH:56]=3)[C:21]=2[C:42]2[CH:47]=[CH:46][CH:45]=[CH:44][CH:43]=2)=[CH:40][CH:39]=1.